Dataset: Full USPTO retrosynthesis dataset with 1.9M reactions from patents (1976-2016). Task: Predict the reactants needed to synthesize the given product. (1) Given the product [CH2:28]([N:30]([CH2:12][CH:8]1[O:7][C:6]2[CH:5]=[C:4]([S:24]([CH3:27])(=[O:25])=[O:26])[CH:3]=[C:2]([F:1])[C:11]=2[O:10][CH2:9]1)[CH2:31][CH3:32])[CH3:29], predict the reactants needed to synthesize it. The reactants are: [F:1][C:2]1[C:11]2[O:10][CH2:9][CH:8]([CH2:12]OS(C3C=CC(C)=CC=3)(=O)=O)[O:7][C:6]=2[CH:5]=[C:4]([S:24]([CH3:27])(=[O:26])=[O:25])[CH:3]=1.[CH2:28]([NH:30][CH2:31][CH3:32])[CH3:29]. (2) Given the product [CH3:16][N:14]([C:13]1[CH:17]=[CH:18][C:19]2[NH:20][C:7]3[CH:6]=[CH:5][C:4]([N:2]([CH3:3])[CH3:1])=[CH:9][C:8]=3[S:10][C:11]=2[CH:12]=1)[CH3:15], predict the reactants needed to synthesize it. The reactants are: [CH3:1][N:2]([C:4]1[CH:5]=[CH:6][C:7]2[N:20]=[C:19]3[C:11](=[CH:12][C:13]([CH:17]=[CH:18]3)=[N+:14]([CH3:16])[CH3:15])[S:10][C:8]=2[CH:9]=1)[CH3:3].C12(CS(O)(=O)=O)C(C)(C)C(CC1)CC2=O.C(C(CCCC)C([O-])=O)C.[Sn+2].C(C(CCCC)C([O-])=O)C. (3) Given the product [CH3:23][O:22][C:19]1[CH:18]=[CH:17][C:16]([C:9]([NH:24][C:25]2[CH2:26][O:27][C:28]([CH3:50])([CH3:51])[C:29]([F:48])([F:49])[C@:30]([C:33]3[CH:38]=[C:37]([C:53]4[CH:60]=[CH:59][C:56]([C:57]#[N:58])=[CH:55][CH:54]=4)[CH:36]=[CH:35][C:34]=3[F:47])([CH3:32])[N:31]=2)([C:6]2[CH:7]=[CH:8][C:3]([O:2][CH3:1])=[CH:4][CH:5]=2)[C:10]2[CH:11]=[CH:12][CH:13]=[CH:14][CH:15]=2)=[CH:21][CH:20]=1, predict the reactants needed to synthesize it. The reactants are: [CH3:1][O:2][C:3]1[CH:8]=[CH:7][C:6]([C:9]([NH:24][C:25]2[CH2:26][O:27][C:28]([CH3:51])([CH3:50])[C:29]([F:49])([F:48])[C@:30]([C:33]3[CH:38]=[C:37](B4OCC(C)(C)CO4)[CH:36]=[CH:35][C:34]=3[F:47])([CH3:32])[N:31]=2)([C:16]2[CH:21]=[CH:20][C:19]([O:22][CH3:23])=[CH:18][CH:17]=2)[C:10]2[CH:15]=[CH:14][CH:13]=[CH:12][CH:11]=2)=[CH:5][CH:4]=1.Br[C:53]1[CH:60]=[CH:59][C:56]([C:57]#[N:58])=[CH:55][CH:54]=1.